Dataset: Retrosynthesis with 50K atom-mapped reactions and 10 reaction types from USPTO. Task: Predict the reactants needed to synthesize the given product. Given the product CCCCCCCCCCCCCCOC(=O)CNC(=O)[C@@H]1CCCN1C(=O)[C@@H](N)Cc1cscn1, predict the reactants needed to synthesize it. The reactants are: CCCCCCCCCCCCCCOC(=O)CNC(=O)[C@@H]1CCCN1C(=O)[C@H](Cc1cscn1)NC(=O)OC(C)(C)C.